From a dataset of Catalyst prediction with 721,799 reactions and 888 catalyst types from USPTO. Predict which catalyst facilitates the given reaction. Reactant: [CH3:1][O:2][C:3]1[CH:4]=[C:5]([CH:7]=[C:8]([C:10]([F:13])([F:12])[F:11])[CH:9]=1)N.N([O-])=[O:15].[Na+].O. Product: [CH3:1][O:2][C:3]1[CH:4]=[C:5]([OH:15])[CH:7]=[C:8]([C:10]([F:13])([F:12])[F:11])[CH:9]=1. The catalyst class is: 33.